Dataset: Human Reference Interactome with 51,813 positive PPI pairs across 8,248 proteins, plus equal number of experimentally-validated negative pairs. Task: Binary Classification. Given two protein amino acid sequences, predict whether they physically interact or not. (1) Protein 1 (ENSG00000078699) has sequence MGFHHVGQARLELLTSGDLPALASQRAGITVGPEKRVPAMPGSPVEVKIQSRSSPPTMPPLPPINPGGPRPVSFTPTALSNGINHSPPTLNGAPSPPQRFSNGPASSTSSALTNQQLPATCGARQLSKLKRFLTTLQQFGNDISPEIGEKVRTLVLALVNSTVTIEEFHCKLQEATNFPLRPFVIPFLKANLPLLQRELLHCARAAKQTPSQYLAQHEHLLLNTSIASPADSSELLMEVHGNGKRPSPERREENSFDRDTIAPEPPAKRVCTISPAPRHSPALTVPLMNPGGQFHPTPPP.... Protein 2 (ENSG00000087263) has sequence MDMDPFLHCVIPNFIQSQDFLEGLQKELMNLDFHENLMI*MNGKRPAEPGPARVGKKGKKEVMAEFSDAVTEETLKKQVAEAWSRRTPFKVIVMDMDPFLHCVIPNFIQSQDFLEGLQKELMNLDFHEKYNDLYKFQQSDDLKKRREPHISTLRKILFEDFRSWLSDISKIDLESTIDMSCAKYEFTDALLCHDDELEGRRIAFMDMDPFLHCVIPNFIQSQDFLEGLQKELMNLDFHEKYNDLYKFQQSDDLKKRREPHISTLRKILFEDFRSWLSDISKIDLESTIDMSCAKYEFTDA.... Result: 0 (the proteins do not interact). (2) Protein 1 (ENSG00000214309) has sequence MRTEPLCGASPLLVPGDPYSVVVLLQGYAEPEGVGDAVRADGSVTLVLPQTRGPASSHRESPRGSGGAEAALEEAARGPILVDTGGPWAREALLGALAGQGVAPGDVTLVVGTHGHSDHIGNLGLFPGAALLVSHDFCLPGGRYLPHGLGEGQPLRLGPGLEVWATPGHGGQRDVSVVVAGTALGTVVVAGDVFERDGDEDSWQALSEDPAAQERSRKRVLVVADVVVPGHGPPFRVLREASQPETEGGGNSQQEPVVGDEEPALH*MRTEPLCGASPLLVPGDPYSVVVLLQGYAEPEG.... Protein 2 (ENSG00000163738) has sequence MAKHIQKEIQRGVESWVSLGNRRPHLSIILVGDNPASHTYVRNKIRAASAVGICSELILKPKDVSQEELLDVTDQLNMDPRVSGILVQLPLPDHVDERTICNGIAPEKDVDGFHIINIGRLCLDQHSLIPATASAVWEIIKRTGIQTFGKNVVVAGRSKNVGMPIAMLLHTDGEHERPGGDATVTIAHRYTPKEQLKIHTQLADIIIVAAGIPKLITSDMVKEGAAVIDVGINYVHDPVTGKTKLVGDVDFEAVKKKAGFITPVPGGVGPMTVAMLLKNTLLAAKKIIY*MAKHIQKEIQ.... Result: 0 (the proteins do not interact). (3) Protein 1 (ENSG00000129991) has sequence MADGSSDAAREPRPAPAPIRRRSSNYRAYATEPHAKKKSKISASRKLQLKTLLLQIAKQELEREAEERRGEKGRALSTRCQPLELAGLGFAELQDLCRQLHARVDKVDEERYDIEAKVTKNITEIADLTQKIFDLRGKFKRPTLRRVRISADAMMQALLGARAKESLDLRAHLKQVKKEDTEKENREVGDWRKNIDALSGMEGRKKKFES*MILPCSISPWQKKSKISASRKLQLKPRVGCASLPPLCRLCCCRLQSKSWSERRRSGAMILPCSISPWQKKSKISASRKLQLKTLLLQIA.... Protein 2 (ENSG00000165188) has sequence MAEQQGRELEAECPVCWNPFNNTFHTPKMLDCCHSFCVECLAHLSLVTPARRRLLCPLCRQPTVLASGQPVTDLPTDTAMLALLRLEPHHVILEGHQLCLKDQPKSRYFLRQPQVYTLDLGPQPGGQTGPPPDTASATVSTPILIPSHHSLRECFRNPQFRIFAYLMAVILSVTLLLIFSIFWTKQFLWGVG*. Result: 0 (the proteins do not interact). (4) Protein 1 (ENSG00000185105) has sequence MGSTMEPPGGAYLHLGAVTSPVGTARVLQLAFGCTTFSLVAHRGGFAGVQGTFCMAAWGFCFAVSALVVACEFTRLHGCLRLSWGNFTAAFAMLATLLCATAAVLYPLYFARRECSPEPAGCAARDFRLAASVFAGLLFLAYAVEVALTRARPGQVSSYMATVSGLLKIVQAFVACIIFGALVHDSRYGRYVATQWCVAVYSLCFLATVAVVALSVMGHTGGLGCPFDRLVVVYTFLAVLLYLSAAVIWPVFCFDPKYGEPKRPPNCARGSCPWDSQLVVAIFTYVNLLLYVVDLAYSQR.... Protein 2 (ENSG00000276040) has sequence MENLPFPLKLLSASSLNAPSSTPWVLDIFLTLVFALGFFFLLLPYLSYFRCDDPPSPSPGKRKCPVGRRRRPRGRMKNHSLRAGRECPRGLEETSDLLSQLQSLLGPHLDKGDFGQLSGPDPPGEVGERAPDGASQSSHEPMEDAAPILSPLASPDPQAKHPQDLASTPSPGPMTTSVSSLSASQPPEPSLPLEHPSPEPPALFPHPPHTPDPLACSLPPPKGFTAPPLRDSTLITPSHCDSVAFPLGTVPQSLSPHEDLVASVPAISGLGGSNSHVSASSRWQETARTSCAFNSSVQQD.... Result: 0 (the proteins do not interact).